Predict the product of the given reaction. From a dataset of Forward reaction prediction with 1.9M reactions from USPTO patents (1976-2016). (1) Given the reactants [Cl:1][C:2]1[C:3]2[S:10][CH:9]=[CH:8][C:4]=2[N:5]=[CH:6][N:7]=1.[Li]CCCC.[I:16]I, predict the reaction product. The product is: [Cl:1][C:2]1[C:3]2[S:10][C:9]([I:16])=[CH:8][C:4]=2[N:5]=[CH:6][N:7]=1. (2) The product is: [Cl:1][C:2]1[CH:3]=[C:4]2[C:9](=[CH:10][CH:11]=1)[C:8](=[O:12])[N:7]([C:14]1[CH:19]=[N:18][CH:17]=[C:16]([CH:20]([NH:22][CH3:23])[CH3:21])[CH:15]=1)[CH2:6][CH2:5]2. Given the reactants [Cl:1][C:2]1[CH:3]=[C:4]2[C:9](=[CH:10][CH:11]=1)[C:8](=[O:12])[NH:7][CH2:6][CH2:5]2.Br[C:14]1[CH:15]=[C:16]([CH:20]([NH:22][CH3:23])[CH3:21])[CH:17]=[N:18][CH:19]=1.[C@H]1(N)CCCC[C@@H]1N.C([O-])([O-])=O.[Cs+].[Cs+], predict the reaction product. (3) Given the reactants [SH:1][C:2]1[N:7]=[CH:6][CH:5]=[CH:4][N:3]=1.C1C(=O)N(Cl)C(=O)C1.[Br-].[CH3:17][O:18][C:19]1[CH:20]=[C:21]([Zn+])[CH:22]=[C:23]([O:27][CH3:28])[C:24]=1[O:25][CH3:26], predict the reaction product. The product is: [CH3:28][O:27][C:23]1[CH:22]=[C:21]([S:1][C:2]2[N:7]=[CH:6][CH:5]=[CH:4][N:3]=2)[CH:20]=[C:19]([O:18][CH3:17])[C:24]=1[O:25][CH3:26]. (4) Given the reactants S(Cl)(Cl)=O.C[N:6]([CH:8]=[O:9])C.[Cl:10][C:11]1[N:19]=[CH:18][C:17]([S:20](=[O:31])(=[O:30])[NH:21][C:22]2[CH:27]=[C:26]([F:28])[CH:25]=[C:24]([F:29])[CH:23]=2)=[CH:16][C:12]=1C(O)=O.[OH-].[NH4+], predict the reaction product. The product is: [Cl:10][C:11]1[N:19]=[CH:18][C:17]([S:20](=[O:30])(=[O:31])[NH:21][C:22]2[CH:23]=[C:24]([F:29])[CH:25]=[C:26]([F:28])[CH:27]=2)=[CH:16][C:12]=1[C:8]([NH2:6])=[O:9].